The task is: Predict which catalyst facilitates the given reaction.. This data is from Catalyst prediction with 721,799 reactions and 888 catalyst types from USPTO. (1) Reactant: O[CH2:2][C:3]([N:6]1[C:14](=[O:15])[C:13]2[C:8](=[CH:9][CH:10]=[CH:11][CH:12]=2)[C:7]1=[O:16])([CH3:5])[CH3:4].[CH3:17][C:18]1[CH:25]=[C:24]([C:26]2[CH:30]=[CH:29][NH:28][N:27]=2)[CH:23]=[CH:22][C:19]=1[C:20]#[N:21].C1(P(C2C=CC=CC=2)C2C=CC=CC=2)C=CC=CC=1.CC(OC(/N=N/C(OC(C)C)=O)=O)C. Product: [O:16]=[C:7]1[C:8]2[C:13](=[CH:12][CH:11]=[CH:10][CH:9]=2)[C:14](=[O:15])[N:6]1[C:3]([CH3:5])([CH3:4])[CH2:2][N:28]1[CH:29]=[CH:30][C:26]([C:24]2[CH:23]=[CH:22][C:19]([C:20]#[N:21])=[C:18]([CH3:17])[CH:25]=2)=[N:27]1. The catalyst class is: 1. (2) Reactant: [CH2:1]([O:3][C:4]([C:6]1[NH:7][N:8]=[C:9]([CH2:11][CH2:12][CH3:13])[CH:10]=1)=[O:5])[CH3:2].C([O-])([O-])=O.[K+].[K+].Cl[CH2:21][C:22]([N:24]1[CH2:29][CH2:28][N:27]([C:30]2[CH:35]=[CH:34][C:33]([F:36])=[CH:32][CH:31]=2)[CH2:26][CH2:25]1)=[O:23].CN(C=O)C. Product: [CH2:1]([O:3][C:4]([C:6]1[CH:10]=[C:9]([CH2:11][CH2:12][CH3:13])[N:8]([CH2:21][C:22]([N:24]2[CH2:25][CH2:26][N:27]([C:30]3[CH:35]=[CH:34][C:33]([F:36])=[CH:32][CH:31]=3)[CH2:28][CH2:29]2)=[O:23])[N:7]=1)=[O:5])[CH3:2]. The catalyst class is: 195.